Dataset: Catalyst prediction with 721,799 reactions and 888 catalyst types from USPTO. Task: Predict which catalyst facilitates the given reaction. (1) Product: [Cl:1][C:2]1[C:3]([CH3:29])=[C:4]([NH:10][C@@H:11]([C:12]2[O:25][C:16]([C:17]3[CH:22]=[CH:21][C:20]([F:23])=[C:19]([F:24])[CH:18]=3)=[N:15][N:14]=2)[C@H:26]([OH:28])[CH3:27])[CH:5]=[CH:6][C:7]=1[C:8]#[N:9]. The catalyst class is: 1. Reactant: [Cl:1][C:2]1[C:3]([CH3:29])=[C:4]([NH:10][C@H:11]([C@H:26]([OH:28])[CH3:27])[C:12]([NH:14][NH:15][C:16](=[O:25])[C:17]2[CH:22]=[CH:21][C:20]([F:23])=[C:19]([F:24])[CH:18]=2)=O)[CH:5]=[CH:6][C:7]=1[C:8]#[N:9].CCN(P1(N(C)CCCN1C)=NC(C)(C)C)CC. (2) Reactant: [CH3:1][O:2][C:3](=[O:23])[C:4]1[CH:9]=[CH:8][C:7]([O:10][CH3:11])=[C:6]([NH:12][C:13](=[NH:22])[C:14]2[CH:19]=[CH:18][C:17]([F:20])=[C:16]([Cl:21])[CH:15]=2)[CH:5]=1.[O-]Cl.[Na+].C([O-])([O-])=O.[Na+].[Na+]. Product: [CH3:1][O:2][C:3]([C:4]1[C:5]2[N:22]=[C:13]([C:14]3[CH:19]=[CH:18][C:17]([F:20])=[C:16]([Cl:21])[CH:15]=3)[NH:12][C:6]=2[C:7]([O:10][CH3:11])=[CH:8][CH:9]=1)=[O:23]. The catalyst class is: 5. (3) Reactant: [OH:1][CH2:2][C@H:3]1[CH2:12][CH2:11][C:10]2[C:5](=[CH:6][CH:7]=[CH:8][CH:9]=2)[O:4]1.C(N(CC)CC)C.[CH3:20][S:21](Cl)(=[O:23])=[O:22].[Cl-].[NH4+]. Product: [CH3:20][S:21]([O:1][CH2:2][C@H:3]1[CH2:12][CH2:11][C:10]2[C:5](=[CH:6][CH:7]=[CH:8][CH:9]=2)[O:4]1)(=[O:23])=[O:22]. The catalyst class is: 7. (4) Reactant: [CH3:1][O:2][C:3]([C@@H:5]([N:13]1[CH2:21][C:17]2[CH:18]=[CH:19][S:20][C:16]=2[CH2:15][CH2:14]1)[C:6]1[CH:7]=[CH:8][CH:9]=[CH:10][C:11]=1[Cl:12])=[O:4].OS(O)(=O)=O. Product: [CH3:1][O:2][C:3]([C@@H:5]([N:13]1[CH2:21][C:17]2[CH:18]=[CH:19][S:20][C:16]=2[CH2:15][CH2:14]1)[C:6]1[CH:7]=[CH:8][CH:9]=[CH:10][C:11]=1[Cl:12])=[O:4]. The catalyst class is: 4. (5) Reactant: [F:1][C:2]1[CH:36]=[CH:35][CH:34]=[C:33]([F:37])[C:3]=1[CH2:4][O:5][C:6]1[CH:7]=[CH:8][C:9]([CH3:32])=[C:10]([N:12]2[CH2:21][C:20]3[C:15](=[CH:16][C:17]([C:22]([NH:24][C:25]([CH3:30])([C:27]([OH:29])=O)[CH3:26])=[O:23])=[CH:18][CH:19]=3)[NH:14][C:13]2=[O:31])[CH:11]=1.CCN=C=NCCCN(C)C. Product: [F:1][C:2]1[CH:36]=[CH:35][CH:34]=[C:33]([F:37])[C:3]=1[CH2:4][O:5][C:6]1[CH:7]=[CH:8][C:9]([CH3:32])=[C:10]([N:12]2[CH2:21][C:20]3[C:15](=[CH:16][C:17]([C:22]4[O:23][C:27](=[O:29])[C:25]([CH3:26])([CH3:30])[N:24]=4)=[CH:18][CH:19]=3)[NH:14][C:13]2=[O:31])[CH:11]=1. The catalyst class is: 17. (6) Reactant: CS[C:3]1[CH:4]=[CH:5][C:6]([Br:9])=[N:7][CH:8]=1.Cl[C:11]1C=CC=C(C(OO)=O)C=1.[S:21]([O-:25])([O-])(=O)=[O:22].[Na+].[Na+]. Product: [CH3:11][S:21]([C:3]1[CH:4]=[CH:5][C:6]([Br:9])=[N:7][CH:8]=1)(=[O:25])=[O:22]. The catalyst class is: 2. (7) Product: [Cl:26][CH2:25][CH2:24][N:13]([CH2:14][C:15]#[CH:16])[S:10]([C:5]1[CH:6]=[CH:7][CH:8]=[CH:9][C:4]=1[N+:1]([O-:3])=[O:2])(=[O:12])=[O:11]. Reactant: [N+:1]([C:4]1[CH:9]=[CH:8][CH:7]=[CH:6][C:5]=1[S:10]([NH:13][CH2:14][C:15]#[CH:16])(=[O:12])=[O:11])([O-:3])=[O:2].C(=O)([O-])[O-].[Cs+].[Cs+].Br[CH2:24][CH2:25][Cl:26]. The catalyst class is: 21. (8) Reactant: [C:1]([O:5][C:6](=[O:9])[CH2:7][NH2:8])([CH3:4])([CH3:3])[CH3:2].[CH:10]1([CH:16]=O)[CH2:15][CH2:14][CH2:13][CH2:12][CH2:11]1. Product: [C:1]([O:5][C:6](=[O:9])[CH2:7]/[N:8]=[CH:16]/[CH:10]1[CH2:15][CH2:14][CH2:13][CH2:12][CH2:11]1)([CH3:4])([CH3:3])[CH3:2]. The catalyst class is: 2. (9) Reactant: [CH3:1][N:2]([S:23]([CH3:26])(=[O:25])=[O:24])[C:3]1[CH:22]=[CH:21][CH:20]=[CH:19][C:4]=1[CH2:5][NH:6][C:7](=O)OC1C=CC([N+]([O-])=O)=CC=1.C(N(CC)CC)C.[CH2:34]([C:36]1[CH:41]=[C:40]([O:42]COCC[Si](C)(C)C)[C:39]([F:51])=[CH:38][C:37]=1[C:52]1[N+:57]([O-])=C[C:55]2[CH:59]=[N:60][N:61](C3CCCCO3)[C:54]=2[CH:53]=1)[CH3:35]. Product: [CH2:34]([C:36]1[CH:41]=[C:40]([OH:42])[C:39]([F:51])=[CH:38][C:37]=1[C:52]1[N:57]=[C:7]([NH:6][CH2:5][C:4]2[CH:19]=[CH:20][CH:21]=[CH:22][C:3]=2[N:2]([CH3:1])[S:23]([CH3:26])(=[O:24])=[O:25])[C:55]2[CH:59]=[N:60][NH:61][C:54]=2[CH:53]=1)[CH3:35]. The catalyst class is: 3. (10) Reactant: [Br:1][C:2]1[CH:3]=[C:4]([C:8]#[C:9][C:10]2[CH:11]=[N:12][N:13]([CH2:15][C:16]([F:19])([F:18])[F:17])[CH:14]=2)[CH:5]=[CH:6][CH:7]=1.C([O-])(O)=[O:21].[Na+].[O-]S([O-])(=O)=O.[Mg+2].[Mn]([O-])(=O)(=O)=O.[K+].[OH2:37]. Product: [Br:1][C:2]1[CH:3]=[C:4]([C:8](=[O:21])[C:9]([C:10]2[CH:11]=[N:12][N:13]([CH2:15][C:16]([F:17])([F:18])[F:19])[CH:14]=2)=[O:37])[CH:5]=[CH:6][CH:7]=1. The catalyst class is: 21.